Dataset: Catalyst prediction with 721,799 reactions and 888 catalyst types from USPTO. Task: Predict which catalyst facilitates the given reaction. (1) Reactant: C([O:5][C:6](=NNC(N)=O)[CH2:7][C@H:8]([NH:11][C:12](=[O:32])[C@H:13]([CH2:28][CH:29]([CH3:31])[CH3:30])[NH:14][C:15](=[O:27])[CH2:16][C:17]1[C:26]2[C:21](=[CH:22][CH:23]=[CH:24][CH:25]=2)[CH:20]=[CH:19][CH:18]=1)[CH:9]=[O:10])(C)(C)C.C1([O:44]C)C=CC=CC=1.FC(F)(F)C(O)=O. Product: [C:17]1([CH2:16][C:15]([NH:14][C@H:13]([C:12]([NH:11][C@H:8]([CH:9]=[O:10])[CH2:7][C:6]([OH:5])=[O:44])=[O:32])[CH2:28][CH:29]([CH3:31])[CH3:30])=[O:27])[C:26]2[C:21](=[CH:22][CH:23]=[CH:24][CH:25]=2)[CH:20]=[CH:19][CH:18]=1. The catalyst class is: 2. (2) Reactant: Cl.Cl.[Cl:3][C:4]1[CH:9]=[CH:8][C:7]([C@@H:10]([C@@H:30]2[CH2:34][CH2:33][CH2:32][NH:31]2)[C:11]([N:13]2[CH2:18][CH2:17][N:16]([C:19]3[C:20]4[C@H:27]([CH3:28])[CH2:26][C@@H:25]([OH:29])[C:21]=4[N:22]=[CH:23][N:24]=3)[CH2:15][CH2:14]2)=[O:12])=[CH:6][CH:5]=1.C=O.[CH:37](O)=O.C([O-])(O)=O.[Na+].Cl.O1CCOCC1. Product: [Cl:3][C:4]1[CH:9]=[CH:8][C:7]([C@@H:10]([C@@H:30]2[CH2:34][CH2:33][CH2:32][N:31]2[CH3:37])[C:11]([N:13]2[CH2:14][CH2:15][N:16]([C:19]3[C:20]4[C@H:27]([CH3:28])[CH2:26][C@@H:25]([OH:29])[C:21]=4[N:22]=[CH:23][N:24]=3)[CH2:17][CH2:18]2)=[O:12])=[CH:6][CH:5]=1. The catalyst class is: 6. (3) Reactant: [C:1]([O:5][C:6]([N:8]1[CH2:13][CH2:12][CH:11]([N:14]2[C:18]3=[N:19][C:20]([O:25][CH3:26])=[N:21][C:22]([O:23]C)=[C:17]3[CH:16]=[N:15]2)[CH2:10][CH2:9]1)=[O:7])([CH3:4])([CH3:3])[CH3:2].[OH-].[Na+].O1CCOCC1.Cl. Product: [C:1]([O:5][C:6]([N:8]1[CH2:13][CH2:12][CH:11]([N:14]2[C:18]3[N:19]=[C:20]([O:25][CH3:26])[NH:21][C:22](=[O:23])[C:17]=3[CH:16]=[N:15]2)[CH2:10][CH2:9]1)=[O:7])([CH3:4])([CH3:3])[CH3:2]. The catalyst class is: 69. (4) Reactant: [H-].[Na+].[F:3][C:4]1[C:5]([I:13])=[C:6]2[CH:12]=[CH:11][NH:10][C:7]2=[N:8][CH:9]=1.[C:14]1([CH3:24])[CH:19]=[CH:18][C:17]([S:20](Cl)(=[O:22])=[O:21])=[CH:16][CH:15]=1. Product: [F:3][C:4]1[C:5]([I:13])=[C:6]2[CH:12]=[CH:11][N:10]([S:20]([C:17]3[CH:18]=[CH:19][C:14]([CH3:24])=[CH:15][CH:16]=3)(=[O:22])=[O:21])[C:7]2=[N:8][CH:9]=1. The catalyst class is: 9. (5) Reactant: [CH3:1][O:2][C:3]1[CH:4]=[CH:5][CH:6]=[C:7]2[C:12]=1[CH2:11][CH:10]([NH:13][CH2:14][CH2:15][CH3:16])[CH2:9][CH2:8]2. Product: [CH3:1][O:2][C:3]1[CH:4]=[CH:5][CH:6]=[C:7]2[C:12]=1[CH2:11][C@H:10]([NH:13][CH2:14][CH2:15][CH3:16])[CH2:9][CH2:8]2. The catalyst class is: 14. (6) Product: [C:39]([NH:1][C:2]1[CH:7]=[CH:6][C:5]([C:8]2[CH:9]=[C:10]([N:14]3[C:19](=[O:20])[C:18]([CH2:21][C:22]4[CH:27]=[CH:26][CH:25]=[CH:24][CH:23]=4)=[N:17][C:16]4[CH:28]=[CH:29][CH:30]=[N:31][C:15]3=4)[CH:11]=[CH:12][CH:13]=2)=[CH:4][CH:3]=1)(=[O:46])[C:40]1[CH:45]=[CH:44][CH:43]=[CH:42][CH:41]=1. The catalyst class is: 96. Reactant: [NH2:1][C:2]1[CH:7]=[CH:6][C:5]([C:8]2[CH:9]=[C:10]([N:14]3[C:19](=[O:20])[C:18]([CH2:21][C:22]4[CH:27]=[CH:26][CH:25]=[CH:24][CH:23]=4)=[N:17][C:16]4[CH:28]=[CH:29][CH:30]=[N:31][C:15]3=4)[CH:11]=[CH:12][CH:13]=2)=[CH:4][CH:3]=1.C(N(CC)CC)C.[C:39](Cl)(=[O:46])[C:40]1[CH:45]=[CH:44][CH:43]=[CH:42][CH:41]=1.C(=O)(O)[O-].[Na+].